Dataset: Full USPTO retrosynthesis dataset with 1.9M reactions from patents (1976-2016). Task: Predict the reactants needed to synthesize the given product. (1) Given the product [CH3:24][C:23]([CH3:26])([CH3:25])[C:22]([NH:21][C:18]1[N:19]=[N:20][C:15]([O:14][CH2:13][C:3]2[C:4]([C:7]3[CH:8]=[CH:9][CH:10]=[CH:11][CH:12]=3)=[N:5][O:6][C:2]=2[CH3:1])=[CH:16][CH:17]=1)=[O:27], predict the reactants needed to synthesize it. The reactants are: [CH3:1][C:2]1[O:6][N:5]=[C:4]([C:7]2[CH:12]=[CH:11][CH:10]=[CH:9][CH:8]=2)[C:3]=1[CH2:13][O:14][C:15]1[N:20]=[N:19][C:18]([NH2:21])=[CH:17][CH:16]=1.[C:22](Cl)(=[O:27])[C:23]([CH3:26])([CH3:25])[CH3:24]. (2) Given the product [CH3:19][C:18]1[CH:21]=[CH:22][CH:23]=[C:24]([CH3:27])[C:17]=1[N:14]1[CH2:13][CH2:12][N:11]([CH2:10][CH2:9][CH:5]2[O:6][C:7](=[O:8])[C:3]([CH2:1][CH3:2])([CH2:25][CH3:26])[CH2:4]2)[CH2:16][CH2:15]1, predict the reactants needed to synthesize it. The reactants are: [CH2:1]([C:3]1([CH2:25][CH3:26])[C:7](=[O:8])[O:6][CH:5]([CH2:9][CH2:10][N:11]2[CH2:16][CH2:15][N:14]([C:17]3[CH:24]=[CH:23][CH:22]=[CH:21][C:18]=3[C:19]#N)[CH2:13][CH2:12]2)[CH2:4]1)[CH3:2].[CH3:27]C1C=CC=C(C)C=1N1CCNCC1.N1(C2C=CC=CC=2C#N)CCNCC1. (3) Given the product [N:33]1([C:38]([CH2:2][CH2:3][O:4][C:5]2[CH:14]=[C:13]3[C:8]([C:9]([O:15][C:16]4[CH:21]=[CH:20][C:19]([CH3:22])=[CH:18][C:17]=4[C:23]([C:25]4[CH:30]=[CH:29][CH:28]=[CH:27][CH:26]=4)=[O:24])=[CH:10][CH:11]=[N:12]3)=[CH:7][C:6]=2[O:31][CH3:32])=[O:39])[CH:37]=[CH:36][N:35]=[CH:34]1, predict the reactants needed to synthesize it. The reactants are: Cl[CH2:2][CH2:3][O:4][C:5]1[CH:14]=[C:13]2[C:8]([C:9]([O:15][C:16]3[CH:21]=[CH:20][C:19]([CH3:22])=[CH:18][C:17]=3[C:23]([C:25]3[CH:30]=[CH:29][CH:28]=[CH:27][CH:26]=3)=[O:24])=[CH:10][CH:11]=[N:12]2)=[CH:7][C:6]=1[O:31][CH3:32].[NH:33]1[CH:37]=[CH:36][N:35]=[CH:34]1.[C:38](=O)([O-])[O-:39].[K+].[K+].O. (4) Given the product [OH:4][C@H:5]1[CH2:6][CH2:7][C@H:8]([N:11]2[C:16](=[O:17])[C:15]([CH2:18][C:19]3[CH:24]=[CH:23][C:22]([C:25]4[C:26]([C:31]#[N:32])=[CH:27][CH:28]=[CH:29][CH:30]=4)=[CH:21][CH:20]=3)=[C:14]([CH2:33][CH2:34][CH3:35])[N:13]3[N:36]=[CH:37][CH:38]=[C:12]23)[CH2:9][CH2:10]1, predict the reactants needed to synthesize it. The reactants are: O1[C:5]2([CH2:10][CH2:9][CH:8]([N:11]3[C:16](=[O:17])[C:15]([CH2:18][C:19]4[CH:24]=[CH:23][C:22]([C:25]5[C:26]([C:31]#[N:32])=[CH:27][CH:28]=[CH:29][CH:30]=5)=[CH:21][CH:20]=4)=[C:14]([CH2:33][CH2:34][CH3:35])[N:13]4[N:36]=[CH:37][CH:38]=[C:12]34)[CH2:7][CH2:6]2)[O:4]CC1.Cl.[OH-].[Na+]. (5) Given the product [C:29]([C:26]1[CH:25]=[CH:24][C:23]([C:18]2[CH:19]=[C:20]([F:22])[CH:21]=[C:16]([CH:11]3[C:10]([CH3:32])([CH3:31])[CH2:9][C:8]4[C:13](=[CH:14][CH:15]=[C:6]([C:4]([OH:5])=[O:3])[CH:7]=4)[NH:12]3)[CH:17]=2)=[CH:28][CH:27]=1)#[N:30], predict the reactants needed to synthesize it. The reactants are: C([O:3][C:4]([C:6]1[CH:7]=[C:8]2[C:13](=[CH:14][CH:15]=1)[NH:12][CH:11]([C:16]1[CH:17]=[C:18]([C:23]3[CH:28]=[CH:27][C:26]([C:29]#[N:30])=[CH:25][CH:24]=3)[CH:19]=[C:20]([F:22])[CH:21]=1)[C:10]([CH3:32])([CH3:31])[CH2:9]2)=[O:5])C.O.[OH-].[Li+].O.Cl. (6) Given the product [CH:27]([C:13]1[N:14]=[C:15]([C:17]2[CH:22]=[CH:21][N:20]=[C:19]([NH:23][C:24](=[O:26])[CH3:25])[CH:18]=2)[S:16][C:12]=1[C:8]1[N:7]([CH2:6][O:5][CH2:4][CH2:3][Si:2]([CH3:1])([CH3:29])[CH3:30])[CH:11]=[CH:10][N:9]=1)=[O:33], predict the reactants needed to synthesize it. The reactants are: [CH3:1][Si:2]([CH3:30])([CH3:29])[CH2:3][CH2:4][O:5][CH2:6][N:7]1[CH:11]=[CH:10][N:9]=[C:8]1[C:12]1[S:16][C:15]([C:17]2[CH:22]=[CH:21][N:20]=[C:19]([NH:23][C:24](=[O:26])[CH3:25])[CH:18]=2)=[N:14][C:13]=1[CH:27]=C.O.I([O-])(=O)(=O)=[O:33].[Na+].